Dataset: Forward reaction prediction with 1.9M reactions from USPTO patents (1976-2016). Task: Predict the product of the given reaction. (1) The product is: [CH2:1]([N:8]1[C:13](=[O:14])[C:12]2[NH:20][CH:19]=[CH:18][C:11]=2[N:10]=[C:9]1/[N:23]=[CH:24]/[N:25]([CH3:26])[CH3:27])[C:2]1[CH:3]=[CH:4][CH:5]=[CH:6][CH:7]=1. Given the reactants [CH2:1]([N:8]1[C:13](=[O:14])[C:12]([N+]([O-])=O)=[C:11](/[CH:18]=[CH:19]/[N:20](C)C)[N:10]=[C:9]1/[N:23]=[CH:24]/[N:25]([CH3:27])[CH3:26])[C:2]1[CH:7]=[CH:6][CH:5]=[CH:4][CH:3]=1.[O-]S(S([O-])=O)=O.[Na+].[Na+], predict the reaction product. (2) Given the reactants [Li+].[OH-].C[O:4][C:5](=[O:26])[C:6]1[CH:15]=[C:14]([C:16]2[CH:25]=[CH:24][C:23]3[C:18](=[CH:19][CH:20]=[CH:21][CH:22]=3)[CH:17]=2)[CH:13]=[C:8]([C:9]([O:11]C)=[O:10])[CH:7]=1.Cl, predict the reaction product. The product is: [CH:17]1[C:18]2[C:23](=[CH:22][CH:21]=[CH:20][CH:19]=2)[CH:24]=[CH:25][C:16]=1[C:14]1[CH:13]=[C:8]([C:9]([OH:11])=[O:10])[CH:7]=[C:6]([CH:15]=1)[C:5]([OH:26])=[O:4]. (3) Given the reactants [H-].[Na+].[C:3]([N:10]1[CH:14]=[CH:13]N=[CH:11]1)(N1C=CN=C1)=[O:4].[NH2:15][C:16]1[C:24]([Cl:25])=[CH:23][C:19]([C:20]([OH:22])=[O:21])=[C:18]([O:26][CH3:27])[CH:17]=1.[OH2:28], predict the reaction product. The product is: [NH2:15][C:16]1[C:24]([Cl:25])=[CH:23][C:19]([C:20]([O:22][CH2:17][CH:16]2[CH2:24][CH2:11][N:10]([C:3]([O:4][C:19]([CH3:23])([CH3:20])[CH3:18])=[O:28])[CH2:14][CH2:13]2)=[O:21])=[C:18]([O:26][CH3:27])[CH:17]=1.